This data is from Full USPTO retrosynthesis dataset with 1.9M reactions from patents (1976-2016). The task is: Predict the reactants needed to synthesize the given product. Given the product [Cl:1][C:2]1[CH:3]=[C:4]([CH:8]=[C:9]([O:11][CH:12]([F:14])[F:13])[CH:10]=1)[C:5]([N:22]([O:23][CH3:24])[CH3:21])=[O:7], predict the reactants needed to synthesize it. The reactants are: [Cl:1][C:2]1[CH:3]=[C:4]([CH:8]=[C:9]([O:11][CH:12]([F:14])[F:13])[CH:10]=1)[C:5]([OH:7])=O.C(Cl)(=O)C(Cl)=O.[CH3:21][NH:22][O:23][CH3:24].C(N(CC)CC)C.